The task is: Predict the reaction yield, written as a fraction of the theoretical maximum amount of product (1.0 means a 100% yield; for example, 0.34 means a 34% yield).. This data is from Reaction yield outcomes from USPTO patents with 853,638 reactions. (1) The yield is 0.580. No catalyst specified. The reactants are [NH2:1][C:2]1[O:6][N:5]=[C:4]([CH3:7])[C:3]=1[Br:8].[Br:9][C:10]1[C:11]([S:17](Cl)(=[O:19])=[O:18])=[C:12]([Cl:16])[S:13][C:14]=1[Cl:15]. The product is [Br:8][C:3]1[C:4]([CH3:7])=[N:5][O:6][C:2]=1[NH:1][S:17]([C:11]1[C:10]([Br:9])=[C:14]([Cl:15])[S:13][C:12]=1[Cl:16])(=[O:19])=[O:18]. (2) The reactants are [C:1]1([NH2:11])[C:10]2[C:5](=[CH:6][CH:7]=[CH:8][CH:9]=2)[CH:4]=[CH:3][CH:2]=1.CCN(C(C)C)C(C)C.[CH3:21][O:22][C:23](=[O:27])[C:24](Cl)=[O:25].C(=O)(O)[O-].[Na+]. The catalyst is C(Cl)Cl. The product is [CH3:21][O:22][C:23](=[O:27])[C:24]([NH:11][C:1]1[C:10]2[C:5](=[CH:6][CH:7]=[CH:8][CH:9]=2)[CH:4]=[CH:3][CH:2]=1)=[O:25]. The yield is 0.900. (3) The reactants are [Br:1][C:2]1[C:10]2[C:9]([NH:11][C:12]3[CH:13]=[C:14]4[C:18](=[CH:19][C:20]=3OC)[NH:17][N:16]=[CH:15]4)=[N:8][CH:7]=[N:6][C:5]=2[NH:4][C:3]=1[C:23]([O:25]CC)=[O:24].C(O)C.[OH-].[Li+].Cl. The catalyst is O1CCOCC1. The product is [Br:1][C:2]1[C:10]2[C:9]([NH:11][C:12]3[CH:13]=[C:14]4[C:18](=[CH:19][CH:20]=3)[NH:17][N:16]=[CH:15]4)=[N:8][CH:7]=[N:6][C:5]=2[NH:4][C:3]=1[C:23]([OH:25])=[O:24]. The yield is 0.590. (4) The reactants are [Cl:1][C:2]1[CH:3]=[C:4]([N:11]([C:16]2[C:35]([CH:36]3[CH2:38][CH2:37]3)=[CH:34][C:19]3[C:20]([C:30]([NH:32][CH3:33])=[O:31])=[C:21]([C:23]4[CH:28]=[CH:27][C:26]([F:29])=[CH:25][CH:24]=4)[O:22][C:18]=3[CH:17]=2)[S:12]([CH3:15])(=[O:14])=[O:13])[CH:5]=[CH:6][C:7]=1[N+:8]([O-])=O. The catalyst is [Pt].C1COCC1.CO. The product is [NH2:8][C:7]1[CH:6]=[CH:5][C:4]([N:11]([C:16]2[C:35]([CH:36]3[CH2:38][CH2:37]3)=[CH:34][C:19]3[C:20]([C:30]([NH:32][CH3:33])=[O:31])=[C:21]([C:23]4[CH:24]=[CH:25][C:26]([F:29])=[CH:27][CH:28]=4)[O:22][C:18]=3[CH:17]=2)[S:12]([CH3:15])(=[O:14])=[O:13])=[CH:3][C:2]=1[Cl:1]. The yield is 0.990. (5) The reactants are F[C:2]1[CH:9]=[CH:8][C:5]([C:6]#[N:7])=[CH:4][C:3]=1[C:10]([F:13])([F:12])[F:11].[NH:14]1[CH2:19][CH2:18][O:17][CH2:16][CH2:15]1.C(=O)([O-])[O-].[K+].[K+]. The catalyst is CS(C)=O. The product is [O:17]1[CH2:18][CH2:19][N:14]([C:2]2[CH:9]=[CH:8][C:5]([C:6]#[N:7])=[CH:4][C:3]=2[C:10]([F:13])([F:12])[F:11])[CH2:15][CH2:16]1. The yield is 0.850. (6) The reactants are [C:1]([O:5][C:6]([NH:8][C@@H:9]([CH2:14][CH2:15][CH2:16][C@H:17]([CH2:27][CH2:28][S:29][CH3:30])[C@@H:18]([O:22][CH2:23][CH:24]([CH3:26])[CH3:25])[C@@H:19]([OH:21])[CH3:20])[C:10]([O:12]C)=[O:11])=[O:7])([CH3:4])([CH3:3])[CH3:2]. The product is [C:1]([O:5][C:6]([NH:8][C@@H:9]([CH2:14][CH2:15][CH2:16][C@H:17]([CH2:27][CH2:28][S:29][CH3:30])[C@@H:18]([O:22][CH2:23][CH:24]([CH3:25])[CH3:26])[C@@H:19]([OH:21])[CH3:20])[C:10]([OH:12])=[O:11])=[O:7])([CH3:2])([CH3:4])[CH3:3]. The yield is 0.970. The catalyst is C1COCC1.O. (7) The reactants are [NH2:1][CH2:2][CH2:3][CH:4]([OH:6])[CH3:5].[C:7](O[C:7]([O:9][C:10]([CH3:13])([CH3:12])[CH3:11])=[O:8])([O:9][C:10]([CH3:13])([CH3:12])[CH3:11])=[O:8]. The catalyst is C(Cl)Cl. The product is [OH:6][CH:4]([CH3:5])[CH2:3][CH2:2][NH:1][C:7](=[O:8])[O:9][C:10]([CH3:13])([CH3:12])[CH3:11]. The yield is 0.990.